Dataset: NCI-60 drug combinations with 297,098 pairs across 59 cell lines. Task: Regression. Given two drug SMILES strings and cell line genomic features, predict the synergy score measuring deviation from expected non-interaction effect. (1) Drug 1: CCC1=C2CN3C(=CC4=C(C3=O)COC(=O)C4(CC)O)C2=NC5=C1C=C(C=C5)O. Drug 2: CC1CCC2CC(C(=CC=CC=CC(CC(C(=O)C(C(C(=CC(C(=O)CC(OC(=O)C3CCCCN3C(=O)C(=O)C1(O2)O)C(C)CC4CCC(C(C4)OC)OCCO)C)C)O)OC)C)C)C)OC. Cell line: NCI/ADR-RES. Synergy scores: CSS=6.38, Synergy_ZIP=-1.40, Synergy_Bliss=4.52, Synergy_Loewe=-11.5, Synergy_HSA=-1.50. (2) Drug 1: CC12CCC(CC1=CCC3C2CCC4(C3CC=C4C5=CN=CC=C5)C)O. Drug 2: CN(CCCl)CCCl.Cl. Cell line: COLO 205. Synergy scores: CSS=33.9, Synergy_ZIP=-8.61, Synergy_Bliss=-3.30, Synergy_Loewe=-7.82, Synergy_HSA=-6.82.